Dataset: Full USPTO retrosynthesis dataset with 1.9M reactions from patents (1976-2016). Task: Predict the reactants needed to synthesize the given product. (1) Given the product [O:1]1[C:5]2[CH:6]=[CH:7][CH:8]=[CH:9][C:4]=2[CH:3]=[C:2]1[C:10]([NH:12][C@@H:13]([C:15]1[CH:19]=[C:18]([C:20]([NH:31][OH:30])=[O:22])[O:17][N:16]=1)[CH3:14])=[O:11], predict the reactants needed to synthesize it. The reactants are: [O:1]1[C:5]2[CH:6]=[CH:7][CH:8]=[CH:9][C:4]=2[CH:3]=[C:2]1[C:10]([NH:12][C@@H:13]([C:15]1[CH:19]=[C:18]([C:20]([OH:22])=O)[O:17][N:16]=1)[CH3:14])=[O:11].CN(C([O:30][N:31]1N=NC2C=CC=NC1=2)=[N+](C)C)C.F[P-](F)(F)(F)(F)F.O1CCCCC1ON. (2) The reactants are: Cl.[OH:2][C:3]([CH3:14])([CH3:13])[CH2:4][NH:5][C:6]([CH:8]1[CH2:12][CH2:11][CH2:10][NH:9]1)=[O:7].C(N(CC)CC)C.[C:22]([C:24]1[CH:64]=[CH:63][C:27]([CH2:28][C@@:29]2([CH3:62])[N:33]3[C:34]([S:37](N4CCC[C@H]4C(N[C@H](C)C(O)=O)=O)(=[O:39])=[O:38])=[CH:35][N:36]=[C:32]3[N:31]([C:53]3[CH:58]=[C:57]([Cl:59])[CH:56]=[C:55]([Cl:60])[CH:54]=3)[C:30]2=[O:61])=[CH:26][CH:25]=1)#[N:23].CN(C=O)C. Given the product [OH:2][C:3]([CH3:14])([CH3:13])[CH2:4][NH:5][C:6]([C@@H:8]1[CH2:12][CH2:11][CH2:10][N:9]1[S:37]([C:34]1[N:33]2[C@@:29]([CH2:28][C:27]3[CH:63]=[CH:64][C:24]([C:22]#[N:23])=[CH:25][CH:26]=3)([CH3:62])[C:30](=[O:61])[N:31]([C:53]3[CH:54]=[C:55]([Cl:60])[CH:56]=[C:57]([Cl:59])[CH:58]=3)[C:32]2=[N:36][CH:35]=1)(=[O:38])=[O:39])=[O:7], predict the reactants needed to synthesize it. (3) Given the product [C:15]([O:19][C:20]([N:22]1[CH2:23][CH:24]=[C:25]([C:2]2[CH:7]=[N:6][C:5]([NH2:8])=[C:4]([C:9]3[N:14]=[CH:13][CH:12]=[CH:11][N:10]=3)[CH:3]=2)[CH2:26][CH2:27]1)=[O:21])([CH3:18])([CH3:16])[CH3:17], predict the reactants needed to synthesize it. The reactants are: Br[C:2]1[CH:3]=[C:4]([C:9]2[N:14]=[CH:13][CH:12]=[CH:11][N:10]=2)[C:5]([NH2:8])=[N:6][CH:7]=1.[C:15]([O:19][C:20]([N:22]1[CH2:27][CH:26]=[C:25](B2OC(C)(C)C(C)(C)O2)[CH2:24][CH2:23]1)=[O:21])([CH3:18])([CH3:17])[CH3:16].C([O-])([O-])=O.[Na+].[Na+].ClCCl. (4) Given the product [NH:1]1[C:9]2[C:4](=[C:5]([C:10](=[O:12])[NH:13][CH2:14][CH2:15][O:16][CH2:17][CH2:18][O:19][CH2:20][CH2:21][O:22][CH2:23][CH2:24][C:25]([O:27][C:28]([CH3:31])([CH3:30])[CH3:29])=[O:26])[CH:6]=[CH:7][CH:8]=2)[CH:3]=[CH:2]1, predict the reactants needed to synthesize it. The reactants are: [NH:1]1[C:9]2[CH:8]=[CH:7][CH:6]=[C:5]([C:10]([OH:12])=O)[C:4]=2[CH:3]=[CH:2]1.[NH2:13][CH2:14][CH2:15][O:16][CH2:17][CH2:18][O:19][CH2:20][CH2:21][O:22][CH2:23][CH2:24][C:25]([O:27][C:28]([CH3:31])([CH3:30])[CH3:29])=[O:26].CN(C(ON1N=NC2C=CC=NC1=2)=[N+](C)C)C.F[P-](F)(F)(F)(F)F. (5) The reactants are: C(OC([N:8]1[CH2:11][CH:10]([CH2:12][C:13]2[N:14]([CH3:39])[C:15]3[C:20]([N:21]=2)=[C:19]([N:22]2[CH2:27][CH2:26][O:25][CH2:24][CH2:23]2)[N:18]=[C:17]([N:28]2[C:32]4[CH:33]=[CH:34][CH:35]=[CH:36][C:31]=4[N:30]=[C:29]2[CH2:37][CH3:38])[N:16]=3)[CH2:9]1)=O)(C)(C)C.C(O)(C(F)(F)F)=O. Given the product [NH:8]1[CH2:9][CH:10]([CH2:12][C:13]2[N:14]([CH3:39])[C:15]3[C:20]([N:21]=2)=[C:19]([N:22]2[CH2:27][CH2:26][O:25][CH2:24][CH2:23]2)[N:18]=[C:17]([N:28]2[C:32]4[CH:33]=[CH:34][CH:35]=[CH:36][C:31]=4[N:30]=[C:29]2[CH2:37][CH3:38])[N:16]=3)[CH2:11]1, predict the reactants needed to synthesize it. (6) Given the product [C:15]([C:2]1[CH:7]=[CH:6][CH:5]=[CH:4][N:3]=1)#[C:16][CH2:17][CH2:18][CH3:19], predict the reactants needed to synthesize it. The reactants are: I[C:2]1[CH:7]=[CH:6][CH:5]=[CH:4][N:3]=1.C(NC(C)C)(C)C.[CH:15]#[C:16][CH2:17][CH2:18][CH3:19]. (7) Given the product [Cl-:20].[NH3+:1][C@H:4]1[CH2:8][N:7]([C:9]([O:11][C:12]([CH3:13])([CH3:14])[CH3:15])=[O:10])[C@H:6]([C:16]([O:18][CH3:19])=[O:17])[CH2:5]1, predict the reactants needed to synthesize it. The reactants are: [N:1]([C@H:4]1[CH2:8][N:7]([C:9]([O:11][C:12]([CH3:15])([CH3:14])[CH3:13])=[O:10])[C@H:6]([C:16]([O:18][CH3:19])=[O:17])[CH2:5]1)=[N+]=[N-].[ClH:20]. (8) Given the product [NH2:1][C:2]1[N:7]=[C:6]([CH3:8])[C:5]([CH2:9][NH:10][C:11](=[O:17])[O:12][C:13]([CH3:14])([CH3:16])[CH3:15])=[CH:4][C:3]=1[Br:25], predict the reactants needed to synthesize it. The reactants are: [NH2:1][C:2]1[N:7]=[C:6]([CH3:8])[C:5]([CH2:9][NH:10][C:11](=[O:17])[O:12][C:13]([CH3:16])([CH3:15])[CH3:14])=[CH:4][CH:3]=1.C1C(=O)N([Br:25])C(=O)C1.